From a dataset of Reaction yield outcomes from USPTO patents with 853,638 reactions. Predict the reaction yield, written as a fraction of the theoretical maximum amount of product (1.0 means a 100% yield; for example, 0.34 means a 34% yield). (1) The reactants are C([O:8][NH:9][C:10](=[O:42])[C@@:11]([CH3:41])([N:16]([CH3:40])[C:17]([C:19]1[CH:24]=[CH:23][C:22]([C:25]2[CH:30]=[CH:29][C:28]([O:31][CH2:32][CH2:33][N:34]3[CH2:39][CH2:38][O:37][CH2:36][CH2:35]3)=[CH:27][CH:26]=2)=[CH:21][CH:20]=1)=[O:18])[C:12]([NH:14][CH3:15])=[O:13])C1C=CC=CC=1.[H][H]. The catalyst is [Pd].CO. The product is [OH:8][NH:9][C:10](=[O:42])[C@@:11]([CH3:41])([N:16]([CH3:40])[C:17]([C:19]1[CH:20]=[CH:21][C:22]([C:25]2[CH:30]=[CH:29][C:28]([O:31][CH2:32][CH2:33][N:34]3[CH2:35][CH2:36][O:37][CH2:38][CH2:39]3)=[CH:27][CH:26]=2)=[CH:23][CH:24]=1)=[O:18])[C:12]([NH:14][CH3:15])=[O:13]. The yield is 0.350. (2) The reactants are [CH:1]1([NH:4][C:5]([NH:7][C:8]2[CH:13]=[CH:12][C:11]([O:14][C:15]3[CH:20]=[CH:19][N:18]=[C:17]4[CH:21]=[C:22]([C:24]5[CH:29]=[CH:28][C:27]([CH2:30][N:31]6[CH2:36][CH2:35][NH:34][CH2:33][CH2:32]6)=[CH:26][N:25]=5)[S:23][C:16]=34)=[C:10]([F:37])[CH:9]=2)=[O:6])[CH2:3][CH2:2]1.N1C=CC=CC=1.[C:44](Cl)(=[O:55])[O:45][C:46]1[CH:51]=[CH:50][C:49]([N+:52]([O-:54])=[O:53])=[CH:48][CH:47]=1. The catalyst is CN(C=O)C.[NH4+].[Cl-]. The product is [CH:1]1([NH:4][C:5](=[O:6])[NH:7][C:8]2[CH:13]=[CH:12][C:11]([O:14][C:15]3[CH:20]=[CH:19][N:18]=[C:17]4[CH:21]=[C:22]([C:24]5[N:25]=[CH:26][C:27]([CH2:30][N:31]6[CH2:32][CH2:33][N:34]([C:44]([O:45][C:46]7[CH:47]=[CH:48][C:49]([N+:52]([O-:54])=[O:53])=[CH:50][CH:51]=7)=[O:55])[CH2:35][CH2:36]6)=[CH:28][CH:29]=5)[S:23][C:16]=34)=[C:10]([F:37])[CH:9]=2)[CH2:3][CH2:2]1. The yield is 0.640. (3) The reactants are [CH:1]([C:3]1[C:4]([N:28]2[CH2:40][CH2:39][C:38]3[N:37]4[C:32]([CH2:33][CH2:34][CH2:35][CH2:36]4)=[CH:31][C:30]=3[C:29]2=[O:41])=[N:5][CH:6]=[CH:7][C:8]=1[C:9]1[CH:14]=[C:13]([NH:15][C:16]2[CH:25]=[C:19]3[CH2:20][N:21]([CH3:24])[CH2:22][CH2:23][N:18]3[N:17]=2)[C:12](=[O:26])[N:11]([CH3:27])[CH:10]=1)=[O:2].[BH4-].[Na+]. The catalyst is CO. The product is [OH:2][CH2:1][C:3]1[C:4]([N:28]2[CH2:40][CH2:39][C:38]3[N:37]4[C:32]([CH2:33][CH2:34][CH2:35][CH2:36]4)=[CH:31][C:30]=3[C:29]2=[O:41])=[N:5][CH:6]=[CH:7][C:8]=1[C:9]1[CH:14]=[C:13]([NH:15][C:16]2[CH:25]=[C:19]3[CH2:20][N:21]([CH3:24])[CH2:22][CH2:23][N:18]3[N:17]=2)[C:12](=[O:26])[N:11]([CH3:27])[CH:10]=1. The yield is 0.600. (4) The reactants are C1(S([N:10]2[C:14]3=[N:15][CH:16]=[C:17]([Cl:19])[CH:18]=[C:13]3[C:12]([CH2:20][C:21]3[S:25][C:24]([NH:26][CH2:27][C:28]4[CH:29]=[N:30][CH:31]=[C:32]([F:34])[CH:33]=4)=[N:23][C:22]=3[Cl:35])=[CH:11]2)(=O)=O)C=CC=CC=1.[F-].C([N+](CCCC)(CCCC)CCCC)CCC.O. The catalyst is O1CCCC1. The product is [Cl:35][C:22]1[N:23]=[C:24]([NH:26][CH2:27][C:28]2[CH:29]=[N:30][CH:31]=[C:32]([F:34])[CH:33]=2)[S:25][C:21]=1[CH2:20][C:12]1[C:13]2[C:14](=[N:15][CH:16]=[C:17]([Cl:19])[CH:18]=2)[NH:10][CH:11]=1. The yield is 0.0670.